This data is from Forward reaction prediction with 1.9M reactions from USPTO patents (1976-2016). The task is: Predict the product of the given reaction. (1) Given the reactants C(OC([N:8]1[CH2:13][CH2:12][N:11]([C:14]2[CH:19]=[CH:18][C:17]([C:20]3[N:25]=[CH:24][CH:23]=[CH:22][N:21]=3)=[CH:16][CH:15]=2)[CH2:10][CH2:9]1)=O)(C)(C)C.O1CCOCC1.Cl, predict the reaction product. The product is: [N:11]1([C:14]2[CH:19]=[CH:18][C:17]([C:20]3[N:21]=[CH:22][CH:23]=[CH:24][N:25]=3)=[CH:16][CH:15]=2)[CH2:12][CH2:13][NH:8][CH2:9][CH2:10]1. (2) Given the reactants [C:1]([N:8]([CH3:40])[CH:9]1[CH2:14][CH2:13][CH:12]([N:15]([CH2:28][C:29]2[CH:30]=[C:31](B(O)O)[CH:32]=[CH:33][C:34]=2[O:35][CH3:36])[C:16]([C:18]2[S:22][C:21]3[CH:23]=[CH:24][CH:25]=[CH:26][C:20]=3[C:19]=2[Cl:27])=[O:17])[CH2:11][CH2:10]1)([O:3][C:4]([CH3:7])([CH3:6])[CH3:5])=[O:2].Br[C:42]1[CH:47]=[CH:46][C:45]([N:48]([CH3:52])[C:49](=[O:51])[CH3:50])=[CH:44][CH:43]=1, predict the reaction product. The product is: [C:49]([N:48]([CH3:52])[C:45]1[CH:46]=[CH:47][C:42]([C:31]2[CH:32]=[CH:33][C:34]([O:35][CH3:36])=[C:29]([CH2:28][N:15]([C:16]([C:18]3[S:22][C:21]4[CH:23]=[CH:24][CH:25]=[CH:26][C:20]=4[C:19]=3[Cl:27])=[O:17])[CH:12]3[CH2:11][CH2:10][CH:9]([N:8]([CH3:40])[C:1](=[O:2])[O:3][C:4]([CH3:6])([CH3:7])[CH3:5])[CH2:14][CH2:13]3)[CH:30]=2)=[CH:43][CH:44]=1)(=[O:51])[CH3:50]. (3) Given the reactants [C:1]([O:4][C@H:5]([C@H:8]([C@@H:13]([C@@H:18]([CH2:23][O:24][C:25](=[O:27])[CH3:26])[O:19][C:20](=[O:22])[CH3:21])[O:14][C:15](=[O:17])[CH3:16])[O:9][C:10](=[O:12])[CH3:11])[CH:6]=[O:7])(=[O:3])[CH3:2].C(Cl)Cl.[BrH:31], predict the reaction product. The product is: [C:1]([O:4][C@H:5]([C@H:8]([C@@H:13]([C@@H:18]([CH2:23][O:24][C:25](=[O:27])[CH3:26])[O:19][C:20](=[O:22])[CH3:21])[O:14][C:15](=[O:17])[CH3:16])[O:9][C:10](=[O:12])[CH3:11])[CH:6]=[O:7])(=[O:3])[CH3:2].[Br-:31].